Dataset: Catalyst prediction with 721,799 reactions and 888 catalyst types from USPTO. Task: Predict which catalyst facilitates the given reaction. (1) Reactant: [NH2:1][C:2]1[CH:10]=[CH:9][C:5]([C:6](O)=[O:7])=[CH:4][C:3]=1[Cl:11].C[CH2:13][N:14]=C=NCCCN(C)C.Cl.CN.C(=O)(O)[O-].[Na+]. Product: [NH2:1][C:2]1[CH:10]=[CH:9][C:5]([C:6]([NH:14][CH3:13])=[O:7])=[CH:4][C:3]=1[Cl:11]. The catalyst class is: 3. (2) Reactant: FC(F)(F)C(O)=O.C(O[C:13]([N:15]1[CH2:20][CH2:19][N:18]([C:21]2[C:22]3[N:31]=[C:30]([C:32]4[CH:37]=[CH:36][C:35]([F:38])=[CH:34][CH:33]=4)[CH:29]=[CH:28][C:23]=3[N:24]=[C:25]([NH2:27])[N:26]=2)[C@H:17]([CH3:39])[CH2:16]1)=[O:14])(C)(C)C.CCN(C(C)C)C(C)C.[Cl:49][C:50]1[CH:60]=[CH:59][C:53]([O:54][CH2:55]C(Cl)=O)=[CH:52][CH:51]=1. Product: [NH2:27][C:25]1[N:26]=[C:21]([N:18]2[CH2:19][CH2:20][N:15]([C:13](=[O:14])[CH2:55][O:54][C:53]3[CH:59]=[CH:60][C:50]([Cl:49])=[CH:51][CH:52]=3)[CH2:16][C@H:17]2[CH3:39])[C:22]2[N:31]=[C:30]([C:32]3[CH:33]=[CH:34][C:35]([F:38])=[CH:36][CH:37]=3)[CH:29]=[CH:28][C:23]=2[N:24]=1. The catalyst class is: 98. (3) Reactant: C[O:2][C:3](=[O:35])[C@@H:4]([N:9]1[C:18](=[O:19])[C:17]2[C:12](=[CH:13][C:14]([O:20][CH3:21])=[CH:15][CH:16]=2)[N:11]([CH2:22][C:23]2[C:31]3[C:26](=[CH:27][CH:28]=[CH:29][C:30]=3[CH3:32])[N:25]([CH3:33])[CH:24]=2)[C:10]1=[O:34])[CH2:5][CH2:6][CH2:7][CH3:8]. Product: [CH3:33][N:25]1[C:26]2[C:31](=[C:30]([CH3:32])[CH:29]=[CH:28][CH:27]=2)[C:23]([CH2:22][N:11]2[C:12]3[C:17](=[CH:16][CH:15]=[C:14]([O:20][CH3:21])[CH:13]=3)[C:18](=[O:19])[N:9]([C@@H:4]([CH2:5][CH2:6][CH2:7][CH3:8])[C:3]([OH:35])=[O:2])[C:10]2=[O:34])=[CH:24]1. The catalyst class is: 38. (4) Reactant: [CH3:1][N:2]1[C:6]([C:7]2[CH:12]=[CH:11][C:10]([OH:13])=[CH:9][CH:8]=2)=[CH:5][CH:4]=[N:3]1.Cl[C:15]1[C:20]2[CH:21]=[CH:22][S:23][C:19]=2[CH:18]=[CH:17][N:16]=1.C(=O)([O-])[O-].[Cs+].[Cs+].O. Product: [CH3:1][N:2]1[C:6]([C:7]2[CH:12]=[CH:11][C:10]([O:13][C:15]3[C:20]4[CH:21]=[CH:22][S:23][C:19]=4[CH:18]=[CH:17][N:16]=3)=[CH:9][CH:8]=2)=[CH:5][CH:4]=[N:3]1. The catalyst class is: 60. (5) Reactant: C([N:8]1[CH2:13][CH:12]=[C:11]([C:14]2[C:19]([F:20])=[CH:18][C:17]([N:21]3[CH2:25][C@H:24]([CH2:26][N:27]4[CH:31]=[C:30]([CH3:32])[N:29]=[N:28]4)[O:23][C:22]3=[O:33])=[CH:16][C:15]=2[F:34])[CH2:10][CH2:9]1)C1C=CC=CC=1.C(N(C(C)C)CC)(C)C.ClC(OC(Cl)=O)C. Product: [F:34][C:15]1[CH:16]=[C:17]([N:21]2[CH2:25][C@H:24]([CH2:26][N:27]3[CH:31]=[C:30]([CH3:32])[N:29]=[N:28]3)[O:23][C:22]2=[O:33])[CH:18]=[C:19]([F:20])[C:14]=1[C:11]1[CH2:12][CH2:13][NH:8][CH2:9][CH:10]=1. The catalyst class is: 4. (6) Reactant: [C:1]([O:5][C:6]([C@@:8]12[CH2:24][O:23][CH:22]([OH:25])[CH:9]1[C:10](=[O:21])[N:11]([C@@H:13]([C:15]1[CH:20]=[CH:19][CH:18]=[CH:17][CH:16]=1)[CH3:14])[CH2:12]2)=[O:7])([CH3:4])([CH3:3])[CH3:2].[BH4-].[Na+]. Product: [C:1]([O:5][C:6]([C@@:8]1([CH2:24][OH:23])[CH:9]([CH2:22][OH:25])[C:10](=[O:21])[N:11]([C@@H:13]([C:15]2[CH:16]=[CH:17][CH:18]=[CH:19][CH:20]=2)[CH3:14])[CH2:12]1)=[O:7])([CH3:4])([CH3:2])[CH3:3]. The catalyst class is: 214. (7) The catalyst class is: 1. Product: [CH3:1][O:2][C:3]([C:5]1([C:34]2[C:43]3[C:38](=[CH:39][C:40]([F:45])=[C:41]([F:44])[CH:42]=3)[N:37]=[CH:36][N:35]=2)[CH2:6][CH2:7][N:8]([C:11]([O:13][C:14]([CH3:17])([CH3:16])[CH3:15])=[O:12])[CH2:9][CH2:10]1)=[O:4]. Reactant: [CH3:1][O:2][C:3]([CH:5]1[CH2:10][CH2:9][N:8]([C:11]([O:13][C:14]([CH3:17])([CH3:16])[CH3:15])=[O:12])[CH2:7][CH2:6]1)=[O:4].[Li+].C[Si]([N-][Si](C)(C)C)(C)C.C1COCC1.Cl[C:34]1[C:43]2[C:38](=[CH:39][C:40]([F:45])=[C:41]([F:44])[CH:42]=2)[N:37]=[CH:36][N:35]=1.